From a dataset of Catalyst prediction with 721,799 reactions and 888 catalyst types from USPTO. Predict which catalyst facilitates the given reaction. (1) Reactant: C(OC([NH:8][CH:9]([CH2:15][CH3:16])[C@H:10]([OH:14])[C:11]([OH:13])=O)=O)(C)(C)C.O[NH:18][C:19]([CH:21]1[CH2:23][CH2:22]1)=[NH:20]. Product: [NH2:8][CH:9]([CH2:15][CH3:16])[C@@H:10]([C:11]1[O:13][N:20]=[C:19]([CH:21]2[CH2:23][CH2:22]2)[N:18]=1)[OH:14]. The catalyst class is: 4. (2) Reactant: Br[C:2]1[S:6][C:5]([C:7]([O:9][CH3:10])=[O:8])=[CH:4][CH:3]=1.O1C=CC=C1P(C1OC=CC=1)C1OC=CC=1.C([Sn](CCCC)(CCCC)[C:32]1[CH:37]=[CH:36][CH:35]=[CH:34][N:33]=1)CCC. Product: [N:33]1[CH:34]=[CH:35][CH:36]=[CH:37][C:32]=1[C:2]1[S:6][C:5]([C:7]([O:9][CH3:10])=[O:8])=[CH:4][CH:3]=1. The catalyst class is: 3. (3) Reactant: [CH3:1][C:2]1([CH3:13])[O:6][C@@H:5]([CH2:7][O:8][CH2:9][CH2:10][CH2:11][OH:12])[CH2:4][O:3]1.C(N(CC)CC)C.[CH3:21][S:22](Cl)(=[O:24])=[O:23].P([O-])([O-])(O)=O.[K+].[K+]. Product: [CH3:21][S:22]([O:12][CH2:11][CH2:10][CH2:9][O:8][CH2:7][C@H:5]1[CH2:4][O:3][C:2]([CH3:13])([CH3:1])[O:6]1)(=[O:24])=[O:23]. The catalyst class is: 7. (4) Reactant: [Cl:1][C:2]1[CH:7]=[CH:6][CH:5]=[CH:4][C:3]=1[CH:8]([N:12]1[CH2:17][CH2:16][C:15]2[S:18][CH:19]=[CH:20][C:14]=2[CH2:13]1)[C:9](N)=[O:10].[OH:21][S:22]([OH:25])(=[O:24])=[O:23].[C:26](=O)([O-])[O-:27].[Na+].[Na+]. Product: [S:22](=[O:23])(=[O:21])([OH:25])[OH:24].[Cl:1][C:2]1[CH:7]=[CH:6][CH:5]=[CH:4][C:3]=1[CH:8]([N:12]1[CH2:17][CH2:16][C:15]2[S:18][CH:19]=[CH:20][C:14]=2[CH2:13]1)[C:9]([O:27][CH3:26])=[O:10]. The catalyst class is: 5. (5) Reactant: [N:1]1[CH:2]=[CH:3][N:4]2[C:9]=1[CH:8]=[CH:7][C:6]([C:10]1[CH:11]=[C:12]([C:16](=[O:18])[CH3:17])[CH:13]=[CH:14][CH:15]=1)=[N:5]2.[Br:19]Br. Product: [Br:19][C:3]1[N:4]2[N:5]=[C:6]([C:10]3[CH:11]=[C:12]([C:16](=[O:18])[CH3:17])[CH:13]=[CH:14][CH:15]=3)[CH:7]=[CH:8][C:9]2=[N:1][CH:2]=1. The catalyst class is: 52.